Dataset: Reaction yield outcomes from USPTO patents with 853,638 reactions. Task: Predict the reaction yield, written as a fraction of the theoretical maximum amount of product (1.0 means a 100% yield; for example, 0.34 means a 34% yield). The reactants are C([O:8][C:9]1[CH:18]=[C:17]2[C:12]([C:13]([O:19][C:20]3[CH:21]=[C:22]4[C:26](=[CH:27][CH:28]=3)[NH:25][C:24]([CH3:29])=[CH:23]4)=[N:14][CH:15]=[N:16]2)=[CH:11][C:10]=1[O:30][CH3:31])C1C=CC=CC=1.[H][H]. The catalyst is C(Cl)Cl.CN(C=O)C.[Pd]. The product is [OH:8][C:9]1[CH:18]=[C:17]2[C:12]([C:13]([O:19][C:20]3[CH:21]=[C:22]4[C:26](=[CH:27][CH:28]=3)[NH:25][C:24]([CH3:29])=[CH:23]4)=[N:14][CH:15]=[N:16]2)=[CH:11][C:10]=1[O:30][CH3:31]. The yield is 0.890.